Predict the reactants needed to synthesize the given product. From a dataset of Full USPTO retrosynthesis dataset with 1.9M reactions from patents (1976-2016). Given the product [Br:25][C:24]1[CH:26]=[CH:27][C:21]([S:18]([O:17][CH2:16][C@@H:13]2[O:12][C:8]3=[C:9]4[C:4](=[CH:5][CH:6]=[C:7]3[O:15][CH2:14]2)[N:3]=[C:2]([CH3:1])[CH:11]=[CH:10]4)(=[O:20])=[O:19])=[CH:22][CH:23]=1, predict the reactants needed to synthesize it. The reactants are: [CH3:1][C:2]1[CH:11]=[CH:10][C:9]2[C:4](=[CH:5][CH:6]=[C:7]3[O:15][CH2:14][C@H:13]([CH2:16][OH:17])[O:12][C:8]3=2)[N:3]=1.[S:18](Cl)([C:21]1[CH:27]=[CH:26][C:24]([Br:25])=[CH:23][CH:22]=1)(=[O:20])=[O:19].C(N(CC)CC)C.O.